This data is from Forward reaction prediction with 1.9M reactions from USPTO patents (1976-2016). The task is: Predict the product of the given reaction. (1) Given the reactants Br[C:2]1[CH:3]=[C:4]2[C:9](=[CH:10][CH:11]=1)[S:8][CH2:7][CH2:6][CH:5]2[O:12][Si:13]([C:16]([CH3:19])([CH3:18])[CH3:17])([CH3:15])[CH3:14].[Li]CCCC.[CH3:25][N:26]([CH3:44])[S:27]([N:30]1[C:34]([CH:35]=[O:36])=[CH:33][N:32]=[C:31]1[Si:37]([C:40]([CH3:43])([CH3:42])[CH3:41])([CH3:39])[CH3:38])(=[O:29])=[O:28], predict the reaction product. The product is: [CH3:25][N:26]([CH3:44])[S:27]([N:30]1[C:34]([CH:35]([C:2]2[CH:3]=[C:4]3[C:9](=[CH:10][CH:11]=2)[S:8][CH2:7][CH2:6][CH:5]3[O:12][Si:13]([C:16]([CH3:19])([CH3:18])[CH3:17])([CH3:15])[CH3:14])[OH:36])=[CH:33][N:32]=[C:31]1[Si:37]([C:40]([CH3:42])([CH3:41])[CH3:43])([CH3:39])[CH3:38])(=[O:28])=[O:29]. (2) Given the reactants [CH3:1][CH2:2][C:3]1[C:21]2=[N:22][C:5](=[CH:6][C:7]3[NH:11][C:10]([CH:12]=[C:13]4[CH:34]([CH3:35])[CH:33]([CH2:36][CH2:37][C:38]([O:40]C)=[O:39])[C:15]([C:16]5[CH:27]([C:28]([O:30]C)=[O:29])[C:25](=[O:26])[C:24]6[C:17]=5[NH:18][C:19]([C:23]=6[CH3:32])=[CH:20]2)=[N:14]4)=[C:9]([CH3:42])[C:8]=3[CH:43]=[CH2:44])[C:4]=1[CH3:45].CC(C)=O.[OH-:50].[K+].Cl, predict the reaction product. The product is: [CH3:1][CH2:2][C:3]1[C:21]2[N:22]=[C:5]([CH:6]=[C:7]3[C:8]([CH:43]=[CH2:44])=[C:9]([CH3:42])[C:10](=[CH:12][C:13]4[C@@H:34]([CH3:35])[C@H:33]([CH2:36][CH2:37][C:38]([OH:40])=[O:39])[C:15](=[C:16]([CH2:27][C:28]([OH:30])=[O:29])[C:17]5[NH:18][C:19]([CH:20]=2)=[C:23]([CH3:32])[C:24]=5[C:25]([OH:26])=[O:50])[N:14]=4)[NH:11]3)[C:4]=1[CH3:45]. (3) Given the reactants Br[CH2:2][C:3]1[S:7][N:6]=[C:5]([C:8]2[CH:13]=[CH:12][C:11]([O:14][C:15]([F:18])([F:17])[F:16])=[CH:10][CH:9]=2)[N:4]=1.[F:19][C:20]1[C:28]([OH:29])=[CH:27][CH:26]=[C:25]([F:30])[C:21]=1[C:22]([NH2:24])=[O:23].C(=O)([O-])[O-].[K+].[K+], predict the reaction product. The product is: [F:19][C:20]1[C:28]([O:29][CH2:2][C:3]2[S:7][N:6]=[C:5]([C:8]3[CH:13]=[CH:12][C:11]([O:14][C:15]([F:18])([F:17])[F:16])=[CH:10][CH:9]=3)[N:4]=2)=[CH:27][CH:26]=[C:25]([F:30])[C:21]=1[C:22]([NH2:24])=[O:23]. (4) Given the reactants [C:1]1([C:7]2[CH:11]=[C:10]([CH:12]=O)[O:9][N:8]=2)[CH:6]=[CH:5][CH:4]=[CH:3][CH:2]=1.[NH:14]1[CH2:19][CH2:18][CH:17]([CH2:20][NH:21][C:22](=[O:28])[O:23][C:24]([CH3:27])([CH3:26])[CH3:25])[CH2:16][CH2:15]1.C(O[BH-](OC(=O)C)OC(=O)C)(=O)C.C[N+](C)(C)C.C(=O)(O)[O-].[Na+], predict the reaction product. The product is: [C:1]1([C:7]2[CH:11]=[C:10]([CH2:12][N:14]3[CH2:19][CH2:18][CH:17]([CH2:20][NH:21][C:22](=[O:28])[O:23][C:24]([CH3:26])([CH3:25])[CH3:27])[CH2:16][CH2:15]3)[O:9][N:8]=2)[CH:2]=[CH:3][CH:4]=[CH:5][CH:6]=1. (5) Given the reactants [F:1][C@H:2]1[C@@H:8]([O:9]S(C2C=CC([N+]([O-])=O)=CC=2)(=O)=O)[CH2:7][CH2:6][N:5]([C:22]([O:24][C:25]([CH3:28])([CH3:27])[CH3:26])=[O:23])[CH2:4][CH2:3]1.O[C:30]1[CH:31]=[CH:32][CH:33]=[C:34]2[C:39]=1[N:38]=[C:37]([C:40]1[N:44]3[CH:45]=[C:46]([C:49]#[N:50])[CH:47]=[CH:48][C:43]3=[N:42][N:41]=1)[CH:36]=[CH:35]2, predict the reaction product. The product is: [C:49]([C:46]1[CH:47]=[CH:48][C:43]2[N:44]([C:40]([C:37]3[CH:36]=[CH:35][C:34]4[C:39](=[C:30]([O:9][C@H:8]5[C@H:2]([F:1])[CH2:3][CH2:4][N:5]([C:22]([O:24][C:25]([CH3:26])([CH3:27])[CH3:28])=[O:23])[CH2:6][CH2:7]5)[CH:31]=[CH:32][CH:33]=4)[N:38]=3)=[N:41][N:42]=2)[CH:45]=1)#[N:50]. (6) Given the reactants [CH2:1]([N:4]([CH3:16])[CH2:5][C:6]#[C:7][C@H:8]1[CH2:13][CH2:12][C@H:11]([NH:14][CH3:15])[CH2:10][CH2:9]1)[CH:2]=[CH2:3].[CH:17]1[C:22]([O:23][C:24](Cl)=[O:25])=[CH:21][CH:20]=[C:19]([Cl:27])[CH:18]=1, predict the reaction product. The product is: [Cl:27][C:19]1[CH:20]=[CH:21][C:22]([O:23][C:24](=[O:25])[N:14]([C@H:11]2[CH2:12][CH2:13][C@H:8]([C:7]#[C:6][CH2:5][N:4]([CH2:1][CH:2]=[CH2:3])[CH3:16])[CH2:9][CH2:10]2)[CH3:15])=[CH:17][CH:18]=1. (7) Given the reactants [F:1][C:2]1[CH:7]=[C:6]([C:8]([OH:11])([CH3:10])[CH3:9])[CH:5]=[CH:4][C:3]=1[C@@H:12]([NH:14]C(=O)OC(C)(C)C)[CH3:13].Cl, predict the reaction product. The product is: [NH2:14][C@H:12]([C:3]1[CH:4]=[CH:5][C:6]([C:8]([OH:11])([CH3:9])[CH3:10])=[CH:7][C:2]=1[F:1])[CH3:13].